Dataset: Full USPTO retrosynthesis dataset with 1.9M reactions from patents (1976-2016). Task: Predict the reactants needed to synthesize the given product. Given the product [OH:2][CH:1]([C@@H:3]1[CH2:8][C@H:7]([N:9]([C:14]([C:16]2[N:20]([CH2:21][CH2:22][CH2:23][CH2:24][O:25][CH3:26])[C:19]3[CH:27]=[CH:28][CH:29]=[CH:30][C:18]=3[N:17]=2)=[O:15])[CH2:10][CH:11]([CH3:12])[CH3:13])[CH2:6][N:5]([C:31]([O:33][C:34]([CH3:35])([CH3:37])[CH3:36])=[O:32])[CH2:4]1)[CH3:40], predict the reactants needed to synthesize it. The reactants are: [CH:1]([C@@H:3]1[CH2:8][C@H:7]([N:9]([C:14]([C:16]2[N:20]([CH2:21][CH2:22][CH2:23][CH2:24][O:25][CH3:26])[C:19]3[CH:27]=[CH:28][CH:29]=[CH:30][C:18]=3[N:17]=2)=[O:15])[CH2:10][CH:11]([CH3:13])[CH3:12])[CH2:6][N:5]([C:31]([O:33][C:34]([CH3:37])([CH3:36])[CH3:35])=[O:32])[CH2:4]1)=[O:2].[Cl-].[NH4+].[CH2:40]1COCC1.